From a dataset of Forward reaction prediction with 1.9M reactions from USPTO patents (1976-2016). Predict the product of the given reaction. (1) Given the reactants [Cl:1][C:2]1[CH:20]=[N:19][C:5]2=[N:6][C:7]([N:12]3[CH2:17][CH2:16][N:15]([CH3:18])[CH2:14][CH2:13]3)=[C:8]([NH:10][NH2:11])[N:9]=[C:4]2[CH:3]=1.[C:21](OC)(OC)(OC)[CH3:22], predict the reaction product. The product is: [Cl:1][C:2]1[CH:20]=[N:19][C:5]2[N:6]=[C:7]([N:12]3[CH2:17][CH2:16][N:15]([CH3:18])[CH2:14][CH2:13]3)[C:8]3[N:9]([C:21]([CH3:22])=[N:11][N:10]=3)[C:4]=2[CH:3]=1. (2) Given the reactants C([O:3][C:4]([C:6]1([C:9]2[CH:14]=[CH:13][C:12]([C:15]3[CH:20]=[CH:19][C:18]([C:21]4[S:22][C:23]([Cl:40])=[CH:24][C:25]=4[NH:26][C:27]([O:29][C@@H:30]([C:32]4[CH:37]=[CH:36][C:35]([F:38])=[C:34]([F:39])[CH:33]=4)[CH3:31])=[O:28])=[CH:17][CH:16]=3)=[CH:11][CH:10]=2)[CH2:8][CH2:7]1)=[O:5])C.[OH-].[Na+].C(OCC)(=O)C, predict the reaction product. The product is: [Cl:40][C:23]1[S:22][C:21]([C:18]2[CH:19]=[CH:20][C:15]([C:12]3[CH:13]=[CH:14][C:9]([C:6]4([C:4]([OH:5])=[O:3])[CH2:8][CH2:7]4)=[CH:10][CH:11]=3)=[CH:16][CH:17]=2)=[C:25]([NH:26][C:27]([O:29][C@@H:30]([C:32]2[CH:37]=[CH:36][C:35]([F:38])=[C:34]([F:39])[CH:33]=2)[CH3:31])=[O:28])[CH:24]=1. (3) Given the reactants [CH3:1][C:2]1[CH:6]=[CH:5][S:4][C:3]=1[CH:7]1[O:11][CH2:10][CH2:9][O:8]1.C([Li])CCC.[CH2:17]([Sn:21](Cl)([CH2:26][CH2:27][CH2:28][CH3:29])[CH2:22][CH2:23][CH2:24][CH3:25])[CH2:18][CH2:19][CH3:20], predict the reaction product. The product is: [CH2:26]([Sn:21]([CH2:17][CH2:18][CH2:19][CH3:20])([CH2:22][CH2:23][CH2:24][CH3:25])[C:5]1[S:4][C:3]([CH:7]2[O:11][CH2:10][CH2:9][O:8]2)=[C:2]([CH3:1])[CH:6]=1)[CH2:27][CH2:28][CH3:29]. (4) Given the reactants [NH:1]1[C:9]2[C:4](=[CH:5][C:6]([C:10]3[N:14]=[C:13]([NH:15][C:16](=[O:22])[O:17][C:18]([CH3:21])([CH3:20])[CH3:19])[S:12][N:11]=3)=[CH:7][CH:8]=2)[CH:3]=[CH:2]1.[I:23]N1C(=O)CCC1=O.OS([O-])=O.[Na+], predict the reaction product. The product is: [I:23][C:3]1[C:4]2[C:9](=[CH:8][CH:7]=[C:6]([C:10]3[N:14]=[C:13]([NH:15][C:16](=[O:22])[O:17][C:18]([CH3:19])([CH3:21])[CH3:20])[S:12][N:11]=3)[CH:5]=2)[NH:1][CH:2]=1. (5) Given the reactants C(N(CC)CC)C.CS(C)=O.[CH2:12]([O:19][C:20]([N:22]1[CH2:27][CH2:26][CH2:25][CH:24]([OH:28])[CH2:23]1)=[O:21])[C:13]1[CH:18]=[CH:17][CH:16]=[CH:15][CH:14]=1, predict the reaction product. The product is: [CH2:12]([O:19][C:20]([N:22]1[CH2:27][CH2:26][CH2:25][C:24](=[O:28])[CH2:23]1)=[O:21])[C:13]1[CH:18]=[CH:17][CH:16]=[CH:15][CH:14]=1. (6) Given the reactants [F:1][C:2]1[CH:7]=[C:6]([O:8][CH3:9])[CH:5]=[C:4]([F:10])[C:3]=1[C:11]1[N:15]([C:16]2[CH:21]=[C:20]([O:22][CH3:23])[CH:19]=[C:18]([O:24][CH3:25])[CH:17]=2)[CH:14]=[N:13][C:12]=1[CH3:26].[Cl:27]C(Cl)(Cl)C(Cl)(Cl)Cl.C([N-]C(C)C)(C)C.[Li+], predict the reaction product. The product is: [Cl:27][C:14]1[N:15]([C:16]2[CH:21]=[C:20]([O:22][CH3:23])[CH:19]=[C:18]([O:24][CH3:25])[CH:17]=2)[C:11]([C:3]2[C:2]([F:1])=[CH:7][C:6]([O:8][CH3:9])=[CH:5][C:4]=2[F:10])=[C:12]([CH3:26])[N:13]=1.